This data is from Forward reaction prediction with 1.9M reactions from USPTO patents (1976-2016). The task is: Predict the product of the given reaction. (1) Given the reactants Br[C:2]1[CH:3]=[CH:4][C:5]([C:8](=[O:17])[CH2:9][N:10]2[C:14]([CH3:15])=[CH:13][N:12]=[C:11]2[CH3:16])=[N:6][CH:7]=1.[F:18][C:19]1[CH:20]=[C:21]([N:34]2[CH2:38][C@H:37]([CH2:39][N:40]3[CH:44]=[CH:43][N:42]=[N:41]3)[O:36][C:35]2=[O:45])[CH:22]=[CH:23][C:24]=1B1OC(C)(C)C(C)(C)O1.C(=O)([O-])[O-].[Na+].[Na+], predict the reaction product. The product is: [CH3:16][C:11]1[N:10]([CH2:9][C:8]([C:5]2[N:6]=[CH:7][C:2]([C:24]3[CH:23]=[CH:22][C:21]([N:34]4[CH2:38][C@H:37]([CH2:39][N:40]5[CH:44]=[CH:43][N:42]=[N:41]5)[O:36][C:35]4=[O:45])=[CH:20][C:19]=3[F:18])=[CH:3][CH:4]=2)=[O:17])[C:14]([CH3:15])=[CH:13][N:12]=1. (2) Given the reactants [CH:1]([C:4]1[N:8]=[C:7]([N:9]2[CH2:14][CH2:13][CH:12]([OH:15])[CH2:11][CH2:10]2)[O:6][N:5]=1)([CH3:3])[CH3:2].[H-].[Na+].[Br:18][C:19]1[CH:28]=[CH:27][C:22]2[N:23]=[C:24](Cl)[S:25][C:21]=2[CH:20]=1, predict the reaction product. The product is: [Br:18][C:19]1[CH:28]=[CH:27][C:22]2[N:23]=[C:24]([O:15][CH:12]3[CH2:11][CH2:10][N:9]([C:7]4[O:6][N:5]=[C:4]([CH:1]([CH3:3])[CH3:2])[N:8]=4)[CH2:14][CH2:13]3)[S:25][C:21]=2[CH:20]=1. (3) Given the reactants [F:1][C:2]1[CH:7]=[CH:6][C:5]([C@@H:8]([NH:10][CH2:11][C:12]([CH3:15])([OH:14])[CH3:13])[CH3:9])=[CH:4][CH:3]=1.[C:16](OCC)(=[O:22])[C:17](OCC)=[O:18], predict the reaction product. The product is: [F:1][C:2]1[CH:3]=[CH:4][C:5]([C@@H:8]([N:10]2[CH2:11][C:12]([CH3:15])([CH3:13])[O:14][C:17](=[O:18])[C:16]2=[O:22])[CH3:9])=[CH:6][CH:7]=1. (4) The product is: [CH:38]1([C:11]([CH:35]2[CH2:36][CH2:37]2)([C:12]2[S:13][C:14]([C:17]3[CH:18]=[C:19]([NH:24][C:25]4[N:30]=[C:29]([C:31]([F:32])([F:33])[F:34])[CH:28]=[CH:27][N:26]=4)[CH:20]=[C:21]([CH3:23])[CH:22]=3)=[CH:15][N:16]=2)[NH:10][C:7]([C:4]2([C:1]([NH2:2])=[O:3])[CH2:6][CH2:5]2)=[O:9])[CH2:39][CH2:40]1. Given the reactants [C:1]([C:4]1([C:7]([OH:9])=O)[CH2:6][CH2:5]1)(=[O:3])[NH2:2].[NH2:10][C:11]([CH:38]1[CH2:40][CH2:39]1)([CH:35]1[CH2:37][CH2:36]1)[C:12]1[S:13][C:14]([C:17]2[CH:18]=[C:19]([NH:24][C:25]3[N:30]=[C:29]([C:31]([F:34])([F:33])[F:32])[CH:28]=[CH:27][N:26]=3)[CH:20]=[C:21]([CH3:23])[CH:22]=2)=[CH:15][N:16]=1.F[P-](F)(F)(F)(F)F.N1(O[P+](N(C)C)(N(C)C)N(C)C)C2C=CC=CC=2N=N1.CCN(C(C)C)C(C)C, predict the reaction product. (5) Given the reactants [Br:1][C:2]1[N:7]=[C:6]([C:8]2[N:12]3[CH:13]=[CH:14][N:15]=[C:16](Cl)[C:11]3=[N:10][CH:9]=2)[CH:5]=[CH:4][CH:3]=1.[CH3:18][N:19]1[CH2:24][CH2:23][NH:22][CH2:21][CH2:20]1.C(N(C(C)C)CC)(C)C, predict the reaction product. The product is: [Br:1][C:2]1[N:7]=[C:6]([C:8]2[N:12]3[CH:13]=[CH:14][N:15]=[C:16]([N:22]4[CH2:23][CH2:24][N:19]([CH3:18])[CH2:20][CH2:21]4)[C:11]3=[N:10][CH:9]=2)[CH:5]=[CH:4][CH:3]=1. (6) Given the reactants N1C2OCC(N)C=2C=CN=1.CO[N:13]=[C:14]1[C:22]2[C:17](=[C:18]([O:23][CH3:24])[N:19]=[CH:20][CH:21]=2)[O:16][CH2:15]1, predict the reaction product. The product is: [CH3:24][O:23][C:18]1[N:19]=[CH:20][CH:21]=[C:22]2[CH:14]([NH2:13])[CH2:15][O:16][C:17]=12. (7) The product is: [CH3:18][NH:19][C:20](=[O:21])[O:17][C:13]1[CH:12]=[C:11]2[C:16](=[CH:15][CH:14]=1)[N:8]([CH2:1][C:2]1[CH:3]=[CH:4][CH:5]=[CH:6][CH:7]=1)[CH2:9][CH2:10]2. Given the reactants [CH2:1]([N:8]1[C:16]2[C:11](=[CH:12][C:13]([OH:17])=[CH:14][CH:15]=2)[CH2:10][CH2:9]1)[C:2]1[CH:7]=[CH:6][CH:5]=[CH:4][CH:3]=1.[CH3:18][N:19]=[C:20]=[O:21], predict the reaction product. (8) Given the reactants [C:1]([C:3]1[CH:8]=[CH:7][CH:6]=[CH:5][C:4]=1[OH:9])#[N:2].[F:10][CH:11]([F:14])[CH2:12]O.C1(P(C2C=CC=CC=2)C2C=CC=CC=2)C=CC=CC=1.N(C(OC(C)C)=O)=NC(OC(C)C)=O, predict the reaction product. The product is: [F:10][CH:11]([F:14])[CH2:12][O:9][C:4]1[CH:5]=[CH:6][CH:7]=[CH:8][C:3]=1[C:1]#[N:2]. (9) Given the reactants [F:1][C@@H:2]1[CH2:6][N:5]([C:7]2[CH:8]=[CH:9][C:10]([NH2:13])=[N:11][CH:12]=2)[C@@H:4]([C:14]2[CH:19]=[C:18]([F:20])[CH:17]=[CH:16][C:15]=2[O:21][C@H:22]2[CH2:26][CH2:25][O:24][CH2:23]2)[CH2:3]1.[CH3:27]N(C(OC)OC)C.[CH2:35]([O:37][C:38](=[O:41])[CH2:39]Br)[CH3:36].CO, predict the reaction product. The product is: [CH2:35]([O:37][C:38]([C:39]1[N:11]2[CH:12]=[C:7]([N:5]3[CH2:6][C@@H:2]([F:1])[CH2:3][C@@H:4]3[C:14]3[CH:19]=[C:18]([F:20])[CH:17]=[CH:16][C:15]=3[O:21][C@H:22]3[CH2:26][CH2:25][O:24][CH2:23]3)[CH:8]=[CH:9][C:10]2=[N:13][CH:27]=1)=[O:41])[CH3:36]. (10) Given the reactants [CH2:1]([O:3][C:4](=[O:19])[C:5]1[CH:10]=[C:9]([C:11]([F:14])([F:13])[F:12])[C:8]([CH:15]=O)=[C:7]([Br:17])[C:6]=1[NH2:18])[CH3:2].[C:20]([O:24][C:25]([N:27]1[CH2:32][CH2:31][NH:30][CH2:29][CH2:28]1)=[O:26])([CH3:23])([CH3:22])[CH3:21], predict the reaction product. The product is: [C:20]([O:24][C:25]([N:27]1[CH2:32][CH2:31][N:30]([CH2:15][C:8]2[C:9]([C:11]([F:14])([F:13])[F:12])=[CH:10][C:5]([C:4]([O:3][CH2:1][CH3:2])=[O:19])=[C:6]([NH2:18])[C:7]=2[Br:17])[CH2:29][CH2:28]1)=[O:26])([CH3:23])([CH3:21])[CH3:22].